From a dataset of Full USPTO retrosynthesis dataset with 1.9M reactions from patents (1976-2016). Predict the reactants needed to synthesize the given product. (1) Given the product [F:15][CH:11]([F:16])[O:8][C:5]1[CH:6]=[CH:7][C:2]([I:1])=[CH:3][C:4]=1[CH3:9], predict the reactants needed to synthesize it. The reactants are: [I:1][C:2]1[CH:7]=[CH:6][C:5]([OH:8])=[C:4]([CH3:9])[CH:3]=1.Cl[C:11]([F:16])([F:15])C(O)=O.C(=O)([O-])[O-].[K+].[K+]. (2) The reactants are: [CH2:1]([O:3][C:4]([CH2:6][N:7]1[C:11](/[CH:12]=[C:13]2\[CH2:14][N:15]([C:20]([C:33]3[CH:38]=[CH:37][CH:36]=[CH:35][CH:34]=3)([C:27]3[CH:32]=[CH:31][CH:30]=[CH:29][CH:28]=3)[C:21]3[CH:26]=[CH:25][CH:24]=[CH:23][CH:22]=3)[CH2:16][CH2:17][CH:18]\2O)=[CH:10][N:9]=[CH:8]1)=[O:5])[CH3:2].C(OC(OCC(C)(C)C)N(C)C)C(C)(C)C.[C:55]([OH:58])(=[S:57])[CH3:56].C(SC1CCN(C(C2C=CC=CC=2)(C2C=CC=CC=2)C2C=CC=CC=2)C/C/1=C\C1N(CC(OCC)=O)C=NC=1)(=O)C. Given the product [C:55]([S:57][CH:12]([C:11]1[N:7]([CH2:6][C:4]([O:3][CH2:1][CH3:2])=[O:5])[CH:8]=[N:9][CH:10]=1)[C:13]1[CH2:14][N:15]([C:20]([C:21]2[CH:22]=[CH:23][CH:24]=[CH:25][CH:26]=2)([C:27]2[CH:28]=[CH:29][CH:30]=[CH:31][CH:32]=2)[C:33]2[CH:34]=[CH:35][CH:36]=[CH:37][CH:38]=2)[CH2:16][CH2:17][CH:18]=1)(=[O:58])[CH3:56], predict the reactants needed to synthesize it. (3) Given the product [CH2:1]([O:5][C:6]([N:8]1[CH2:13][CH2:12][C:11](=[O:14])[CH2:10][CH:9]1[C:15]([O:17][CH3:18])=[O:16])=[O:7])[C:4]1[CH:34]=[CH:35][CH:30]=[CH:31][CH:32]=1, predict the reactants needed to synthesize it. The reactants are: [C:1]([O:5][C:6]([N:8]1[CH2:13][CH2:12][C:11](=[O:14])[CH2:10][CH:9]1[C:15]([O:17][CH3:18])=[O:16])=[O:7])([CH3:4])(C)C.O1CCOCC1.ClC(OC[C:30]1[CH:35]=[CH:34]C=[CH:32][CH:31]=1)=O.CCN(C(C)C)C(C)C. (4) Given the product [Br:22][CH:23]([CH3:27])[C:24]([NH:1][C:2]1[CH:7]=[C:6]([CH3:8])[CH:5]=[C:4]([CH3:9])[C:3]=1[OH:10])=[O:25], predict the reactants needed to synthesize it. The reactants are: [NH2:1][C:2]1[CH:7]=[C:6]([CH3:8])[CH:5]=[C:4]([CH3:9])[C:3]=1[OH:10].C(OCC)(=O)C.C(=O)([O-])O.[Na+].[Br:22][CH:23]([CH3:27])[C:24](Br)=[O:25]. (5) The reactants are: [Cl:1][C:2]1[CH:3]=[C:4]([CH:25]=[CH:26][C:27]=1[Cl:28])[O:5][C:6]1[CH:11]=[CH:10][CH:9]=[CH:8][C:7]=1[NH:12][S:13]([C:16]1[CH:24]=[CH:23][C:19]([C:20](O)=[O:21])=[CH:18][CH:17]=1)(=[O:15])=[O:14].[N:29]1([CH2:35][CH2:36][CH2:37][N:38]2[CH2:43][CH2:42][NH:41][CH2:40][CH2:39]2)[CH2:34][CH2:33][CH2:32][CH2:31][CH2:30]1. Given the product [Cl:1][C:2]1[CH:3]=[C:4]([CH:25]=[CH:26][C:27]=1[Cl:28])[O:5][C:6]1[CH:11]=[CH:10][CH:9]=[CH:8][C:7]=1[NH:12][S:13]([C:16]1[CH:17]=[CH:18][C:19]([C:20]([N:41]2[CH2:40][CH2:39][N:38]([CH2:37][CH2:36][CH2:35][N:29]3[CH2:30][CH2:31][CH2:32][CH2:33][CH2:34]3)[CH2:43][CH2:42]2)=[O:21])=[CH:23][CH:24]=1)(=[O:15])=[O:14], predict the reactants needed to synthesize it. (6) Given the product [C:26]1([NH:25][C:2]2[N:10]=[C:9]([C:11]([F:14])([F:13])[F:12])[CH:8]=[CH:7][C:3]=2[C:4]([OH:6])=[O:5])[CH:31]=[CH:30][CH:29]=[CH:28][CH:27]=1, predict the reactants needed to synthesize it. The reactants are: Cl[C:2]1[N:10]=[C:9]([C:11]([F:14])([F:13])[F:12])[CH:8]=[CH:7][C:3]=1[C:4]([OH:6])=[O:5].C[Si]([N-][Si](C)(C)C)(C)C.[Li+].[NH2:25][C:26]1[CH:31]=[CH:30][CH:29]=[CH:28][CH:27]=1. (7) Given the product [CH2:20]([C:19]([C:16]1[CH:17]=[CH:18][C:13]([C:10]2[CH:11]=[CH:12][C:7]([CH2:6][C:5]([OH:41])=[O:4])=[CH:8][CH:9]=2)=[C:14]([CH3:40])[CH:15]=1)([C:22]1[CH:27]=[CH:26][C:25](/[CH:28]=[CH:29]/[C:30]2([OH:36])[CH2:31][CH2:32][O:33][CH2:34][CH2:35]2)=[C:24]([CH3:37])[CH:23]=1)[CH2:38][CH3:39])[CH3:21], predict the reactants needed to synthesize it. The reactants are: [OH-].[Na+].C[O:4][C:5](=[O:41])[CH2:6][C:7]1[CH:12]=[CH:11][C:10]([C:13]2[CH:18]=[CH:17][C:16]([C:19]([CH2:38][CH3:39])([C:22]3[CH:27]=[CH:26][C:25](/[CH:28]=[CH:29]/[C:30]4([OH:36])[CH2:35][CH2:34][O:33][CH2:32][CH2:31]4)=[C:24]([CH3:37])[CH:23]=3)[CH2:20][CH3:21])=[CH:15][C:14]=2[CH3:40])=[CH:9][CH:8]=1. (8) Given the product [CH2:19]([C:13]1[C:14]([CH3:18])=[N:15][N:16]([CH3:17])[C:12]=1[C:9]1[CH:10]=[C:11]2[C:6]([CH2:5][CH2:4][CH:3]2[N:2]([CH3:20])[CH3:1])=[CH:7][CH:8]=1)[CH3:22], predict the reactants needed to synthesize it. The reactants are: [CH3:1][N:2]([CH3:20])[CH:3]1[C:11]2[C:6](=[CH:7][CH:8]=[C:9]([C:12]3[N:16]([CH3:17])[N:15]=[C:14]([CH3:18])[C:13]=3[CH3:19])[CH:10]=2)[CH2:5][CH2:4]1.F[C:22](F)(F)S(OC1N(C)N=C(C)C=1CC)(=O)=O.C([O-])([O-])=O.[K+].[K+].CN(C)C1C2C(=CC=C(B3OC(C)(C)C(C)(C)O3)C=2)CC1. (9) Given the product [CH3:21][O:20][C:17]1[CH:16]=[CH:15][C:14]([CH2:13][N:10]2[C:11](=[O:12])[C:6]([C:4]([NH:26][CH2:27][C:28]([OH:30])=[O:29])=[O:5])=[C:7]([OH:25])[C:8]3=[CH:24][CH:23]=[CH:22][N:9]23)=[CH:19][CH:18]=1, predict the reactants needed to synthesize it. The reactants are: C(O[C:4]([C:6]1[C:11](=[O:12])[N:10]([CH2:13][C:14]2[CH:19]=[CH:18][C:17]([O:20][CH3:21])=[CH:16][CH:15]=2)[N:9]2[CH:22]=[CH:23][CH:24]=[C:8]2[C:7]=1[OH:25])=[O:5])C.[NH2:26][CH2:27][C:28]([O-:30])=[O:29].[Na+]. (10) The reactants are: [CH3:1][O:2][C:3]1[CH:22]=[CH:21][C:6]([O:7][C:8]2[CH:9]=[C:10]([C:15]3[CH:20]=[CH:19][CH:18]=[CH:17][CH:16]=3)[CH:11]=[CH:12][C:13]=2[NH2:14])=[CH:5][CH:4]=1.[Cl-].Cl[CH2:25][CH2:26][NH2+:27][CH2:28][CH2:29]Cl.C([O-])([O-])=O.[K+].[K+].C(O)CCC. Given the product [CH3:1][O:2][C:3]1[CH:22]=[CH:21][C:6]([O:7][C:8]2[CH:9]=[C:10]([C:15]3[CH:20]=[CH:19][CH:18]=[CH:17][CH:16]=3)[CH:11]=[CH:12][C:13]=2[N:14]2[CH2:29][CH2:28][NH:27][CH2:26][CH2:25]2)=[CH:5][CH:4]=1, predict the reactants needed to synthesize it.